This data is from Catalyst prediction with 721,799 reactions and 888 catalyst types from USPTO. The task is: Predict which catalyst facilitates the given reaction. (1) Reactant: [C:1]([C:4]1[CH:5]=[C:6]([C:9]([NH:11][CH2:12]/[CH:13]=[CH:14]/[C:15]([O:17][CH2:18][CH3:19])=[O:16])=[O:10])[NH:7][CH:8]=1)(=[O:3])[CH3:2]. Product: [C:1]([C:4]1[CH:5]=[C:6]2[C:9](=[O:10])[NH:11][CH2:12][CH:13]([CH2:14][C:15]([O:17][CH2:18][CH3:19])=[O:16])[N:7]2[CH:8]=1)(=[O:3])[CH3:2]. The catalyst class is: 10. (2) Reactant: [NH2:1][C:2]1[N:10]=[CH:9][N:8]=[C:7]2[C:3]=1[N:4]([C:20]1[CH:25]=[CH:24][C:23]([CH3:26])=[C:22]([O:27][CH3:28])[CH:21]=1)[C:5](=[O:19])[N:6]2[C:11]1[CH:16]=[CH:15][CH:14]=[C:13]([NH:17][CH3:18])[CH:12]=1.[C:29](Cl)(=[O:32])[CH:30]=[CH2:31]. Product: [NH2:1][C:2]1[N:10]=[CH:9][N:8]=[C:7]2[C:3]=1[N:4]([C:20]1[CH:25]=[CH:24][C:23]([CH3:26])=[C:22]([O:27][CH3:28])[CH:21]=1)[C:5](=[O:19])[N:6]2[C:11]1[CH:12]=[C:13]([N:17]([CH3:18])[C:29](=[O:32])[CH:30]=[CH2:31])[CH:14]=[CH:15][CH:16]=1. The catalyst class is: 2. (3) Reactant: [CH:1]1([N:7]2[C:12](=[O:13])[C:11]([C:14]([NH:16][CH2:17][C:18]([O:20]CC)=[O:19])=[O:15])=[C:10]([OH:23])[C:9]([C:24]([O:26]C)=O)=[C:8]2[OH:28])[CH2:6][CH2:5][CH2:4][CH2:3][CH2:2]1.[NH2:29][C:30]1[CH:31]=[N:32][CH:33]=[CH:34][CH:35]=1. Product: [CH:1]1([N:7]2[C:8]([OH:28])=[C:9]([C:24]([NH:29][C:30]3[CH:31]=[N:32][CH:33]=[CH:34][CH:35]=3)=[O:26])[C:10]([OH:23])=[C:11]([C:14]([NH:16][CH2:17][C:18]([OH:20])=[O:19])=[O:15])[C:12]2=[O:13])[CH2:2][CH2:3][CH2:4][CH2:5][CH2:6]1. The catalyst class is: 22. (4) Reactant: [CH3:1][N:2]([CH3:48])[C:3]([C:5]1[CH:10]=[CH:9][CH:8]=[CH:7][C:6]=1[N:11]1[CH2:16][CH2:15][N:14]([C:17](=[O:47])[C@H:18]([NH:27][C:28]([C@@H:30]2[CH2:39][C:38]3[C:33](=[CH:34][CH:35]=[CH:36][CH:37]=3)[CH2:32][N:31]2C(OC(C)(C)C)=O)=[O:29])[CH2:19][C:20]2[CH:25]=[CH:24][C:23]([Cl:26])=[CH:22][CH:21]=2)[CH2:13][CH2:12]1)=[O:4].Cl. Product: [CH2:32]1[C:33]2[C:38](=[CH:37][CH:36]=[CH:35][CH:34]=2)[CH2:39][C@@H:30]([C:28]([NH:27][C@H:18]([CH2:19][C:20]2[CH:25]=[CH:24][C:23]([Cl:26])=[CH:22][CH:21]=2)[C:17]([N:14]2[CH2:13][CH2:12][N:11]([C:6]3[CH:7]=[CH:8][CH:9]=[CH:10][C:5]=3[C:3]([N:2]([CH3:1])[CH3:48])=[O:4])[CH2:16][CH2:15]2)=[O:47])=[O:29])[NH:31]1. The catalyst class is: 25. (5) Reactant: FC(F)(F)C(O)=O.[CH:8]1([C:11]2[C:20]3[C:15](=[CH:16][CH:17]=[CH:18][CH:19]=3)[C:14]([N:21]3[C:25]([C:26]4[CH:31]=[CH:30][CH:29]=[CH:28][CH:27]=4)=[N:24][N:23]=[C:22]3[S:32][C:33]([CH3:42])([CH3:41])[C:34]([O:36]C(C)(C)C)=[O:35])=[CH:13][CH:12]=2)[CH2:10][CH2:9]1. Product: [CH:8]1([C:11]2[C:20]3[C:15](=[CH:16][CH:17]=[CH:18][CH:19]=3)[C:14]([N:21]3[C:25]([C:26]4[CH:27]=[CH:28][CH:29]=[CH:30][CH:31]=4)=[N:24][N:23]=[C:22]3[S:32][C:33]([CH3:42])([CH3:41])[C:34]([OH:36])=[O:35])=[CH:13][CH:12]=2)[CH2:9][CH2:10]1. The catalyst class is: 4. (6) Reactant: [NH:1]1[C:5]2[CH2:6][N:7]([C:10]([O:12][C:13]([CH3:16])([CH3:15])[CH3:14])=[O:11])[CH2:8][CH2:9][C:4]=2[CH:3]=[N:2]1.[H-].[Na+].[CH3:19]I. Product: [CH3:19][N:1]1[C:5]2[CH2:6][N:7]([C:10]([O:12][C:13]([CH3:16])([CH3:15])[CH3:14])=[O:11])[CH2:8][CH2:9][C:4]=2[CH:3]=[N:2]1. The catalyst class is: 3. (7) Reactant: Br[C:2]1[CH:3]=[N:4][CH:5]=[C:6]([CH:10]=1)[C:7]([OH:9])=[O:8].S.[OH2:12]. Product: [OH:12][C:2]1[CH:3]=[N:4][CH:5]=[C:6]([CH:10]=1)[C:7]([OH:9])=[O:8]. The catalyst class is: 536. (8) Reactant: [Cl:1][C:2]1[CH:7]=[CH:6][CH:5]=[C:4]([Cl:8])[C:3]=1[OH:9].[Si:10](Cl)([C:13]([CH3:16])([CH3:15])[CH3:14])([CH3:12])[CH3:11].N1C=CN=C1.O. Product: [C:13]([Si:10]([O:9][C:3]1[C:2]([Cl:1])=[CH:7][CH:6]=[CH:5][C:4]=1[Cl:8])([CH3:12])[CH3:11])([CH3:16])([CH3:15])[CH3:14]. The catalyst class is: 9.